From a dataset of Forward reaction prediction with 1.9M reactions from USPTO patents (1976-2016). Predict the product of the given reaction. (1) The product is: [CH:6]([C:7]1[C:8]([C:9]2[CH:10]=[CH:11][C:12]([C:13]#[N:14])=[CH:15][CH:16]=2)=[N:1][NH:2][N:3]=1)=[O:5]. Given the reactants [N-:1]=[N+:2]=[N-:3].[Na+].[O:5]=[CH:6][C:7]#[C:8][C:9]1[CH:16]=[CH:15][C:12]([C:13]#[N:14])=[CH:11][CH:10]=1.OP([O-])(O)=O.[K+], predict the reaction product. (2) The product is: [CH2:21]([N:23]([CH2:28][CH3:29])[CH2:24][C:25]([NH:18][C:16]1[S:17][C:13]2[CH:12]=[C:11]([S:10][C:3]3[N:4]4[CH:9]=[CH:8][CH:7]=[N:6][C:5]4=[N:1][CH:2]=3)[CH:20]=[CH:19][C:14]=2[N:15]=1)=[O:26])[CH3:22]. Given the reactants [N:1]1[CH:2]=[C:3]([S:10][C:11]2[CH:20]=[CH:19][C:14]3[N:15]=[C:16]([NH2:18])[S:17][C:13]=3[CH:12]=2)[N:4]2[CH:9]=[CH:8][CH:7]=[N:6][C:5]=12.[CH2:21]([N:23]([CH2:28][CH3:29])[CH2:24][C:25](O)=[O:26])[CH3:22].Cl.Cl.CN(C)CCCN=C=NCC, predict the reaction product. (3) Given the reactants [CH3:1][O:2][C:3]1[CH:8]=[CH:7][C:6]([C:9]2(O)[CH2:14][CH2:13][O:12][CH2:11][CH2:10]2)=[CH:5][CH:4]=1.[N+:16]([O-])([O-:18])=[O:17].[K+].CS(O)(=O)=O.C(OC(=O)C)(=O)C.COC1C=CC(C2CCOCC2)=CC=1, predict the reaction product. The product is: [CH3:1][O:2][C:3]1[CH:8]=[CH:7][C:6]([CH:9]2[CH2:14][CH2:13][O:12][CH2:11][CH2:10]2)=[CH:5][C:4]=1[N+:16]([O-:18])=[O:17].